This data is from Forward reaction prediction with 1.9M reactions from USPTO patents (1976-2016). The task is: Predict the product of the given reaction. (1) Given the reactants [CH2:1]([Si:3]([CH2:35][CH3:36])([CH2:33][CH3:34])[O:4][C@H:5](/[CH:18]=[CH:19]/[Sn](CCCC)(CCCC)CCCC)[CH2:6][O:7][C:8]1[CH:13]=[CH:12][CH:11]=[C:10]([C:14]([F:17])([F:16])[F:15])[CH:9]=1)[CH3:2].C([Li])CCC.[Cu](C#N)C#N.C[Li].[CH2:49]([C:52]1[C:53](=[O:65])[CH2:54][C@@H:55]([O:57][Si:58]([C:61]([CH3:64])([CH3:63])[CH3:62])([CH3:60])[CH3:59])[CH:56]=1)[CH:50]=[CH2:51].[NH4+].[Cl-].[NH4+].[OH-], predict the reaction product. The product is: [CH2:49]([C@@H:52]1[C@@H:56](/[CH:19]=[CH:18]/[C@@H:5]([O:4][Si:3]([CH2:35][CH3:36])([CH2:1][CH3:2])[CH2:33][CH3:34])[CH2:6][O:7][C:8]2[CH:13]=[CH:12][CH:11]=[C:10]([C:14]([F:17])([F:16])[F:15])[CH:9]=2)[C@H:55]([O:57][Si:58]([C:61]([CH3:64])([CH3:63])[CH3:62])([CH3:59])[CH3:60])[CH2:54][C:53]1=[O:65])[CH:50]=[CH2:51]. (2) Given the reactants [F:1][C:2]([F:35])([F:34])[C:3]1[CH:4]=[CH:5][C:6]([CH2:9][O:10][C:11]2[CH:16]=[CH:15][C:14]([C@H:17]3[CH2:21][C:20]4([CH2:26][CH2:25][N:24](C(OC(C)(C)C)=O)[CH2:23][CH2:22]4)[O:19][CH2:18]3)=[CH:13][CH:12]=2)=[N:7][CH:8]=1.C(O)(C(F)(F)F)=O, predict the reaction product. The product is: [F:35][C:2]([F:1])([F:34])[C:3]1[CH:4]=[CH:5][C:6]([CH2:9][O:10][C:11]2[CH:12]=[CH:13][C:14]([C@H:17]3[CH2:21][C:20]4([CH2:26][CH2:25][NH:24][CH2:23][CH2:22]4)[O:19][CH2:18]3)=[CH:15][CH:16]=2)=[N:7][CH:8]=1.